This data is from Reaction yield outcomes from USPTO patents with 853,638 reactions. The task is: Predict the reaction yield, written as a fraction of the theoretical maximum amount of product (1.0 means a 100% yield; for example, 0.34 means a 34% yield). The reactants are Br[C:2]1[C:3]([F:28])=[C:4]([N:8]2[CH:13]=[C:12]([O:14][CH3:15])[C:11](=[O:16])[C:10]([C:17]3[N:21]([C:22]4[CH:27]=[CH:26][CH:25]=[CH:24][CH:23]=4)[N:20]=[CH:19][CH:18]=3)=[N:9]2)[CH:5]=[CH:6][CH:7]=1.[NH:29]1[CH2:33][CH2:32][CH2:31][C:30]1=[O:34].CNCCNC.[O-]P([O-])([O-])=O.[K+].[K+].[K+].C([O-])(O)=O.[Na+]. The catalyst is O1CCOCC1.[Cu]I. The product is [F:28][C:3]1[C:2]([N:29]2[CH2:33][CH2:32][CH2:31][C:30]2=[O:34])=[CH:7][CH:6]=[CH:5][C:4]=1[N:8]1[CH:13]=[C:12]([O:14][CH3:15])[C:11](=[O:16])[C:10]([C:17]2[N:21]([C:22]3[CH:27]=[CH:26][CH:25]=[CH:24][CH:23]=3)[N:20]=[CH:19][CH:18]=2)=[N:9]1. The yield is 0.400.